This data is from Forward reaction prediction with 1.9M reactions from USPTO patents (1976-2016). The task is: Predict the product of the given reaction. (1) Given the reactants [O:1]=[C:2]1[N:6]([CH:7]([CH2:11][C:12]2[CH:17]=[CH:16][CH:15]=[CH:14][CH:13]=2)[C:8]([OH:10])=[O:9])[C:5](=[S:18])[NH:4][CH2:3]1.[Cl:19][C:20]1[CH:25]=[CH:24][C:23]([C:26]2[S:30][C:29]([CH:31]=O)=[CH:28][CH:27]=2)=[CH:22][CH:21]=1.NCCC(O)=O.CO.C(Cl)Cl, predict the reaction product. The product is: [Cl:19][C:20]1[CH:21]=[CH:22][C:23]([C:26]2[S:30][C:29]([CH:31]=[C:3]3[C:2](=[O:1])[N:6]([CH:7]([CH2:11][C:12]4[CH:17]=[CH:16][CH:15]=[CH:14][CH:13]=4)[C:8]([OH:10])=[O:9])[C:5](=[S:18])[NH:4]3)=[CH:28][CH:27]=2)=[CH:24][CH:25]=1. (2) The product is: [CH2:17]([O:16][C:11]([C:12]1[C:14]([CH:24]=[O:25])=[CH:8][NH:7][N:6]=1)=[O:15])[CH3:18]. Given the reactants P(Cl)(Cl)(Cl)=O.[NH2:6][NH:7][C:8](N)=O.[C:11]([O:16][CH2:17][CH3:18])(=[O:15])[C:12]([CH3:14])=O.[OH-].[Na+].Cl.CN(C)[CH:24]=[O:25], predict the reaction product. (3) Given the reactants O[CH:2]=[C:3]1[C:11]2[C:6](=[CH:7][C:8]([C:12]3[CH:17]=[CH:16][CH:15]=[C:14]([O:18][CH3:19])[CH:13]=3)=[CH:9][CH:10]=2)[NH:5][C:4]1=[O:20].[CH2:21]([N:23]([CH2:35][CH3:36])[CH2:24][CH2:25][CH2:26][O:27][C:28]1[CH:33]=[CH:32][C:31]([NH2:34])=[CH:30][CH:29]=1)[CH3:22], predict the reaction product. The product is: [CH2:35]([N:23]([CH2:21][CH3:22])[CH2:24][CH2:25][CH2:26][O:27][C:28]1[CH:29]=[CH:30][C:31]([NH:34][CH:2]=[C:3]2[C:11]3[C:6](=[CH:7][C:8]([C:12]4[CH:17]=[CH:16][CH:15]=[C:14]([O:18][CH3:19])[CH:13]=4)=[CH:9][CH:10]=3)[NH:5][C:4]2=[O:20])=[CH:32][CH:33]=1)[CH3:36].